This data is from Forward reaction prediction with 1.9M reactions from USPTO patents (1976-2016). The task is: Predict the product of the given reaction. (1) Given the reactants Cl[C:2]1[N:7]=[CH:6][C:5]([S:8]([N:11]2[CH2:20][CH2:19][C:18]3[C@:13]([C:31]([C:33]4[CH:38]=[CH:37][CH:36]=[CH:35][N:34]=4)=[O:32])([CH2:14][C:15]4[CH:23]=[N:22][N:21]([C:24]5[CH:29]=[CH:28][C:27]([F:30])=[CH:26][CH:25]=5)[C:16]=4[CH:17]=3)[CH2:12]2)(=[O:10])=[O:9])=[CH:4][CH:3]=1.O1CCCC1.[CH3:44][NH:45][CH3:46], predict the reaction product. The product is: [CH3:44][N:45]([CH3:46])[C:2]1[N:7]=[CH:6][C:5]([S:8]([N:11]2[CH2:20][CH2:19][C:18]3[C@:13]([C:31]([C:33]4[CH:38]=[CH:37][CH:36]=[CH:35][N:34]=4)=[O:32])([CH2:14][C:15]4[CH:23]=[N:22][N:21]([C:24]5[CH:29]=[CH:28][C:27]([F:30])=[CH:26][CH:25]=5)[C:16]=4[CH:17]=3)[CH2:12]2)(=[O:10])=[O:9])=[CH:4][CH:3]=1. (2) Given the reactants [F:1][C:2]([F:15])([F:14])[CH:3]([C:5]1[CH:10]=[CH:9][C:8]([N+:11]([O-])=O)=[CH:7][CH:6]=1)[OH:4].O.NN, predict the reaction product. The product is: [NH2:11][C:8]1[CH:9]=[CH:10][C:5]([CH:3]([OH:4])[C:2]([F:1])([F:14])[F:15])=[CH:6][CH:7]=1. (3) Given the reactants Cl[C:2]1[O:3][C:4]2[C:5](=[C:7]([C:19]#[N:20])[C:8]([CH3:18])=[C:9]([C:12]3[CH:17]=[CH:16][CH:15]=[CH:14][CH:13]=3)[C:10]=2[F:11])[N:6]=1.C(N(C(C)C)CC)(C)C.[CH3:30][NH:31][C:32]([CH3:35])([CH3:34])[CH3:33], predict the reaction product. The product is: [C:32]([N:31]([C:2]1[O:3][C:4]2[C:5](=[C:7]([C:19]#[N:20])[C:8]([CH3:18])=[C:9]([C:12]3[CH:17]=[CH:16][CH:15]=[CH:14][CH:13]=3)[C:10]=2[F:11])[N:6]=1)[CH3:30])([CH3:35])([CH3:34])[CH3:33].